From a dataset of NCI-60 drug combinations with 297,098 pairs across 59 cell lines. Regression. Given two drug SMILES strings and cell line genomic features, predict the synergy score measuring deviation from expected non-interaction effect. (1) Cell line: SN12C. Drug 2: C1CCC(C(C1)N)N.C(=O)(C(=O)[O-])[O-].[Pt+4]. Synergy scores: CSS=26.6, Synergy_ZIP=-4.41, Synergy_Bliss=-3.80, Synergy_Loewe=-5.56, Synergy_HSA=-2.59. Drug 1: C1=CC=C(C=C1)NC(=O)CCCCCCC(=O)NO. (2) Drug 1: CC1=C(C=C(C=C1)NC2=NC=CC(=N2)N(C)C3=CC4=NN(C(=C4C=C3)C)C)S(=O)(=O)N.Cl. Drug 2: C1=NC2=C(N1)C(=S)N=CN2. Cell line: SR. Synergy scores: CSS=-7.31, Synergy_ZIP=-18.2, Synergy_Bliss=-42.5, Synergy_Loewe=-59.6, Synergy_HSA=-41.0. (3) Drug 1: CC(C1=C(C=CC(=C1Cl)F)Cl)OC2=C(N=CC(=C2)C3=CN(N=C3)C4CCNCC4)N. Drug 2: CC(C)NC(=O)C1=CC=C(C=C1)CNNC.Cl. Cell line: HCT116. Synergy scores: CSS=21.0, Synergy_ZIP=-5.47, Synergy_Bliss=-3.18, Synergy_Loewe=-13.4, Synergy_HSA=-5.50. (4) Drug 1: CC=C1C(=O)NC(C(=O)OC2CC(=O)NC(C(=O)NC(CSSCCC=C2)C(=O)N1)C(C)C)C(C)C. Drug 2: CCC1(C2=C(COC1=O)C(=O)N3CC4=CC5=C(C=CC(=C5CN(C)C)O)N=C4C3=C2)O.Cl. Cell line: MDA-MB-435. Synergy scores: CSS=62.2, Synergy_ZIP=8.06, Synergy_Bliss=8.10, Synergy_Loewe=-11.0, Synergy_HSA=8.35. (5) Synergy scores: CSS=23.6, Synergy_ZIP=-0.510, Synergy_Bliss=-2.24, Synergy_Loewe=-6.41, Synergy_HSA=-5.01. Drug 1: CC1C(C(CC(O1)OC2CC(CC3=C2C(=C4C(=C3O)C(=O)C5=C(C4=O)C(=CC=C5)OC)O)(C(=O)CO)O)N)O.Cl. Drug 2: CCC1(CC2CC(C3=C(CCN(C2)C1)C4=CC=CC=C4N3)(C5=C(C=C6C(=C5)C78CCN9C7C(C=CC9)(C(C(C8N6C)(C(=O)OC)O)OC(=O)C)CC)OC)C(=O)OC)O.OS(=O)(=O)O. Cell line: KM12. (6) Drug 1: CC1=C(C=C(C=C1)NC2=NC=CC(=N2)N(C)C3=CC4=NN(C(=C4C=C3)C)C)S(=O)(=O)N.Cl. Drug 2: C1C(C(OC1N2C=NC3=C(N=C(N=C32)Cl)N)CO)O. Cell line: SK-OV-3. Synergy scores: CSS=-3.46, Synergy_ZIP=1.27, Synergy_Bliss=-1.29, Synergy_Loewe=-1.86, Synergy_HSA=-3.49. (7) Drug 1: CCCS(=O)(=O)NC1=C(C(=C(C=C1)F)C(=O)C2=CNC3=C2C=C(C=N3)C4=CC=C(C=C4)Cl)F. Drug 2: N.N.Cl[Pt+2]Cl. Cell line: SNB-19. Synergy scores: CSS=-3.62, Synergy_ZIP=2.88, Synergy_Bliss=3.35, Synergy_Loewe=-0.450, Synergy_HSA=-0.0825. (8) Drug 1: C1=C(C(=O)NC(=O)N1)N(CCCl)CCCl. Drug 2: C1=NC2=C(N=C(N=C2N1C3C(C(C(O3)CO)O)O)F)N. Cell line: SK-MEL-28. Synergy scores: CSS=9.01, Synergy_ZIP=-6.89, Synergy_Bliss=-2.61, Synergy_Loewe=-2.45, Synergy_HSA=-1.58. (9) Drug 1: C1CCC(CC1)NC(=O)N(CCCl)N=O. Drug 2: C1C(C(OC1N2C=NC(=NC2=O)N)CO)O. Cell line: 786-0. Synergy scores: CSS=39.6, Synergy_ZIP=6.70, Synergy_Bliss=7.03, Synergy_Loewe=3.61, Synergy_HSA=8.07.